From a dataset of Full USPTO retrosynthesis dataset with 1.9M reactions from patents (1976-2016). Predict the reactants needed to synthesize the given product. (1) Given the product [F:29][C:30]1[C:31]([F:40])=[C:32]([F:39])[C:33]([F:38])=[C:34]([F:37])[C:35]=1[O:36][P:1]([NH:12][C@@H:13]([CH3:21])[C:14]([O:16][CH2:17][CH2:18][CH2:19][CH3:20])=[O:15])([O:3][C:4]1[CH:9]=[CH:8][CH:7]=[CH:6][CH:5]=1)=[O:2], predict the reactants needed to synthesize it. The reactants are: [P:1](Cl)(Cl)([O:3][C:4]1[CH:9]=[CH:8][CH:7]=[CH:6][CH:5]=1)=[O:2].[NH2:12][C@@H:13]([CH3:21])[C:14]([O:16][CH2:17][CH2:18][CH2:19][CH3:20])=[O:15].CCN(CC)CC.[F:29][C:30]1[C:35]([OH:36])=[C:34]([F:37])[C:33]([F:38])=[C:32]([F:39])[C:31]=1[F:40]. (2) Given the product [C:26]1([C:2]2[CH:3]=[C:4]([NH:8][C:9]([N:11]3[C:19]4[C:14](=[CH:15][C:16]([O:24][CH3:25])=[C:17]([C:20]([F:23])([F:22])[F:21])[CH:18]=4)[CH2:13][CH2:12]3)=[O:10])[CH:5]=[N:6][CH:7]=2)[CH:31]=[CH:30][CH:29]=[CH:28][CH:27]=1, predict the reactants needed to synthesize it. The reactants are: Br[C:2]1[CH:3]=[C:4]([NH:8][C:9]([N:11]2[C:19]3[C:14](=[CH:15][C:16]([O:24][CH3:25])=[C:17]([C:20]([F:23])([F:22])[F:21])[CH:18]=3)[CH2:13][CH2:12]2)=[O:10])[CH:5]=[N:6][CH:7]=1.[C:26]1(B(O)O)[CH:31]=[CH:30][CH:29]=[CH:28][CH:27]=1.C(=O)([O-])[O-].[Na+].[Na+]. (3) Given the product [CH2:33]([N:3]([CH2:1][CH3:2])[CH2:4][CH2:5][CH2:6][CH2:7][CH2:8][C:9]1[CH:14]=[CH:13][CH:12]=[CH:11][C:10]=1[S:15]([NH:18][C:19]1[CH:28]=[CH:27][C:26]2[CH2:25][CH2:24][CH2:23][CH2:22][C:21]=2[C:20]=1[C:29]([O:31][CH3:32])=[O:30])(=[O:16])=[O:17])[CH3:34], predict the reactants needed to synthesize it. The reactants are: [CH2:1]([N:3]([CH2:33][CH3:34])[CH2:4][CH2:5][CH2:6]/[CH:7]=[CH:8]\[C:9]1[CH:14]=[CH:13][CH:12]=[CH:11][C:10]=1[S:15]([NH:18][C:19]1[CH:28]=[CH:27][C:26]2[CH2:25][CH2:24][CH2:23][CH2:22][C:21]=2[C:20]=1[C:29]([O:31][CH3:32])=[O:30])(=[O:17])=[O:16])[CH3:2]. (4) The reactants are: C1(C(=NC([CH2:21][CH2:22][C:23]2[CH:24]=[C:25]3[C:48](=[CH:49][CH:50]=2)[C:29]2=[N:30][O:31][C:32]([C:33]4[C:37]([C:38]([F:41])([F:40])[F:39])=[C:36]([C:42]5[CH:47]=[CH:46][CH:45]=[CH:44][CH:43]=5)[O:35][N:34]=4)=[C:28]2[CH2:27][CH2:26]3)C(OCC)=O)C2C=CC=CC=2)C=CC=CC=1.[C:51]([O:55][C:56]([NH:58][CH:59]([C:65]([O:67][CH2:68][CH3:69])=[O:66])[C:60]([O:62][CH2:63][CH3:64])=[O:61])=[O:57])([CH3:54])([CH3:53])[CH3:52]. Given the product [C:51]([O:55][C:56]([NH:58][C:59]([CH2:21][CH2:22][C:23]1[CH:24]=[C:25]2[C:48](=[CH:49][CH:50]=1)[C:29]1=[N:30][O:31][C:32]([C:33]3[C:37]([C:38]([F:40])([F:41])[F:39])=[C:36]([C:42]4[CH:43]=[CH:44][CH:45]=[CH:46][CH:47]=4)[O:35][N:34]=3)=[C:28]1[CH2:27][CH2:26]2)([C:60]([O:62][CH2:63][CH3:64])=[O:61])[C:65]([O:67][CH2:68][CH3:69])=[O:66])=[O:57])([CH3:54])([CH3:52])[CH3:53], predict the reactants needed to synthesize it. (5) The reactants are: O[C:2]1[C:11]2[C:6](=[N:7][CH:8]=[CH:9][CH:10]=2)[N:5]([C:12]2[CH:17]=[CH:16][CH:15]=[CH:14][CH:13]=2)[C:4](=[O:18])[C:3]=1[C:19](=O)[CH2:20][C:21]1[CH:26]=[CH:25][C:24]([O:27][CH3:28])=[CH:23][CH:22]=1.O.[NH2:31][NH2:32]. Given the product [CH3:28][O:27][C:24]1[CH:23]=[CH:22][C:21]([CH2:20][C:19]2[C:3]3[C:4](=[O:18])[N:5]([C:12]4[CH:17]=[CH:16][CH:15]=[CH:14][CH:13]=4)[C:6]4[N:7]=[CH:8][CH:9]=[CH:10][C:11]=4[C:2]=3[NH:32][N:31]=2)=[CH:26][CH:25]=1, predict the reactants needed to synthesize it. (6) Given the product [Cl:2][CH2:3][CH2:4][N:5]([C:6]1[CH:11]=[CH:10][C:9]([N:12]=[C:17]=[O:19])=[CH:8][CH:7]=1)[CH2:13][CH2:14][Cl:15], predict the reactants needed to synthesize it. The reactants are: Cl.[Cl:2][CH2:3][CH2:4][N:5]([CH2:13][CH2:14][Cl:15])[C:6]1[CH:11]=[CH:10][C:9]([NH2:12])=[CH:8][CH:7]=1.Cl[C:17](Cl)([O:19]C(=O)OC(Cl)(Cl)Cl)Cl.